This data is from Peptide-MHC class I binding affinity with 185,985 pairs from IEDB/IMGT. The task is: Regression. Given a peptide amino acid sequence and an MHC pseudo amino acid sequence, predict their binding affinity value. This is MHC class I binding data. The peptide sequence is AILAGEHKC. The MHC is HLA-B51:01 with pseudo-sequence HLA-B51:01. The binding affinity (normalized) is 0.0847.